Dataset: Reaction yield outcomes from USPTO patents with 853,638 reactions. Task: Predict the reaction yield, written as a fraction of the theoretical maximum amount of product (1.0 means a 100% yield; for example, 0.34 means a 34% yield). (1) The reactants are [CH3:1][O:2][C:3]1[CH:4]=[C:5]([CH2:20][C:21]([O:23]C2C(F)=C(F)C(F)=C(F)C=2F)=O)[CH:6]=[CH:7][C:8]=1[NH:9][C:10]([NH:12][C:13]1[CH:18]=[CH:17][CH:16]=[CH:15][C:14]=1[CH3:19])=[O:11].[NH:35]1[CH2:39][CH2:38][CH2:37][CH:36]1[CH2:40][O:41][C:42]1[CH:47]=[CH:46][C:45]([C:48]([O:50][CH3:51])=[O:49])=[CH:44][N:43]=1.CCN(CC)CC. The catalyst is CN(C=O)C.CCOC(C)=O. The product is [CH3:1][O:2][C:3]1[CH:4]=[C:5]([CH2:20][C:21]([N:35]2[CH2:39][CH2:38][CH2:37][CH:36]2[CH2:40][O:41][C:42]2[CH:47]=[CH:46][C:45]([C:48]([O:50][CH3:51])=[O:49])=[CH:44][N:43]=2)=[O:23])[CH:6]=[CH:7][C:8]=1[NH:9][C:10]([NH:12][C:13]1[CH:18]=[CH:17][CH:16]=[CH:15][C:14]=1[CH3:19])=[O:11]. The yield is 0.870. (2) The reactants are [Br:1][C:2]1[CH:3]=[N:4][C:5]2[CH:6]=[CH:7][CH:8]=[N+:9]([O-])[C:10]=2[CH:11]=1.[Cl-].C(=O)([O-])[O-:15].[K+].[K+]. The catalyst is C(Cl)(Cl)Cl.O. The product is [Br:1][C:2]1[CH:11]=[C:10]2[C:5]([CH:6]=[CH:7][C:8](=[O:15])[NH:9]2)=[N:4][CH:3]=1. The yield is 0.412. (3) The reactants are [NH2:1][C:2]1([C:6]2[CH:11]=[CH:10][C:9]([C:12]3[N:13]=[C:14]4[CH:19]=[CH:18][C:17]([C:20]([O:22]CC)=[O:21])=[N:16][N:15]4[C:25]=3[C:26]3[CH:31]=[CH:30][CH:29]=[CH:28][CH:27]=3)=[CH:8][CH:7]=2)[CH2:5][CH2:4][CH2:3]1.[OH-].[Na+].C(O)(=O)CC(CC(O)=O)(C(O)=O)O. The catalyst is CO. The product is [NH2:1][C:2]1([C:6]2[CH:7]=[CH:8][C:9]([C:12]3[N:13]=[C:14]4[CH:19]=[CH:18][C:17]([C:20]([OH:22])=[O:21])=[N:16][N:15]4[C:25]=3[C:26]3[CH:31]=[CH:30][CH:29]=[CH:28][CH:27]=3)=[CH:10][CH:11]=2)[CH2:3][CH2:4][CH2:5]1. The yield is 0.880.